This data is from Reaction yield outcomes from USPTO patents with 853,638 reactions. The task is: Predict the reaction yield, written as a fraction of the theoretical maximum amount of product (1.0 means a 100% yield; for example, 0.34 means a 34% yield). (1) The reactants are [CH:1]([NH:3][C:4]1[CH:13]=[CH:12][C:11]2[NH:10][C:9](=[O:14])[C:8]3[NH:15][CH:16]=[CH:17][C:7]=3[C:6]=2[CH:5]=1)=O.[CH2:18]([C:20]([O-:22])=[O:21])[CH3:19].[ClH:23]. The catalyst is O1CCCC1.C(OCC)C. The product is [CH3:1][NH:3][C:4]1[CH:13]=[CH:12][C:11]2[NH:10][C:9](=[O:14])[C:8]3[NH:15][CH:16]=[CH:17][C:7]=3[C:6]=2[CH:5]=1.[ClH:23].[CH2:18]([C:20]([OH:22])=[O:21])[CH3:19]. The yield is 0.500. (2) The reactants are Cl[C:2]1[N:10]=[C:9]2[C:5]([N:6]=[C:7]([CH2:12][CH2:13][N:14]3[CH2:19][CH2:18][CH:17]([C:20]([OH:23])([CH3:22])[CH3:21])[CH2:16][CH2:15]3)[N:8]2[CH3:11])=[C:4]([N:24]2[CH2:29][CH2:28][O:27][CH2:26][CH2:25]2)[N:3]=1.[CH3:30][C:31]1[NH:32][C:33]2[CH:39]=[CH:38][CH:37]=[CH:36][C:34]=2[N:35]=1.CC(C1C=C(C(C)C)C(C2C=CC=CC=2P(C2CCCCC2)C2CCCCC2)=C(C(C)C)C=1)C.C([O-])([O-])=O.[Cs+].[Cs+]. The catalyst is O1CCOCC1.C1C=CC(/C=C/C(/C=C/C2C=CC=CC=2)=O)=CC=1.C1C=CC(/C=C/C(/C=C/C2C=CC=CC=2)=O)=CC=1.C1C=CC(/C=C/C(/C=C/C2C=CC=CC=2)=O)=CC=1.[Pd].[Pd]. The product is [CH3:11][N:8]1[C:7]([CH2:12][CH2:13][N:14]2[CH2:19][CH2:18][CH:17]([C:20]([OH:23])([CH3:21])[CH3:22])[CH2:16][CH2:15]2)=[N:6][C:5]2[C:9]1=[N:10][C:2]([N:32]1[C:33]3[CH:39]=[CH:38][CH:37]=[CH:36][C:34]=3[N:35]=[C:31]1[CH3:30])=[N:3][C:4]=2[N:24]1[CH2:29][CH2:28][O:27][CH2:26][CH2:25]1. The yield is 0.430.